Predict the reactants needed to synthesize the given product. From a dataset of Full USPTO retrosynthesis dataset with 1.9M reactions from patents (1976-2016). The reactants are: [ClH:1].Cl.[N:3]1([C:9]2[C:14]([C:15]3[CH:20]=[CH:19][C:18]([CH2:21][OH:22])=[CH:17][CH:16]=3)=[N:13][CH:12]=[CH:11][N:10]=2)[CH2:8][CH2:7][NH:6][CH2:5][CH2:4]1.[CH2:23]([N:30]1[C:34]([CH3:35])=[C:33]([CH:36]=O)[C:32]([CH3:38])=[N:31]1)[C:24]1[CH:29]=[CH:28][CH:27]=[CH:26][CH:25]=1.C(N(CC)CC)C.C(O[BH-](OC(=O)C)OC(=O)C)(=O)C.[Na+].[Cl-].[NH4+]. Given the product [ClH:1].[CH2:23]([N:30]1[C:34]([CH3:35])=[C:33]([CH2:36][N:6]2[CH2:7][CH2:8][N:3]([C:9]3[C:14]([C:15]4[CH:16]=[CH:17][C:18]([CH2:21][OH:22])=[CH:19][CH:20]=4)=[N:13][CH:12]=[CH:11][N:10]=3)[CH2:4][CH2:5]2)[C:32]([CH3:38])=[N:31]1)[C:24]1[CH:25]=[CH:26][CH:27]=[CH:28][CH:29]=1, predict the reactants needed to synthesize it.